Task: Predict the reactants needed to synthesize the given product.. Dataset: Full USPTO retrosynthesis dataset with 1.9M reactions from patents (1976-2016) (1) Given the product [O:11]1[CH2:10][CH2:9][N:4]([C:5]([O:6][CH3:7])=[O:8])[NH:3][CH2:12]1, predict the reactants needed to synthesize it. The reactants are: C=O.[NH2:3][N:4]([CH2:9][CH2:10][OH:11])[C:5](=[O:8])[O:6][CH3:7].[C:12]1(C)C=CC(S(O)(=O)=O)=CC=1.S([O-])([O-])(=O)=O.[Mg+2]. (2) Given the product [C:16]1([C@H:15]([N:22]([OH:23])[CH:31]=[O:32])[CH2:14][S:11]([CH2:10][C:7]2[CH:8]=[C:9]3[S:1][CH:2]=[CH:3][C:4]3=[N:5][CH:6]=2)(=[O:13])=[O:12])[CH:21]=[CH:20][CH:19]=[CH:18][CH:17]=1, predict the reactants needed to synthesize it. The reactants are: [S:1]1[C:9]2[C:4](=[N:5][CH:6]=[C:7]([CH2:10][S:11]([CH2:14][C@@H:15]([N:22]([C:31](OC(C)(C)C)=[O:32])[O:23]C(OC(C)(C)C)=O)[C:16]3[CH:21]=[CH:20][CH:19]=[CH:18][CH:17]=3)(=[O:13])=[O:12])[CH:8]=2)[CH:3]=[CH:2]1.FC(F)(F)C(O)=O. (3) Given the product [CH2:1]([O:3][C:4]([C:6]1[CH:7]=[C:8]2[N:13]([C:14]=1[CH:15]([CH3:16])[CH3:17])[CH:12]=[CH:11][C:10]([CH2:18][O:19][C:20](=[O:22])[CH3:21])=[CH:9]2)=[O:5])[CH3:2], predict the reactants needed to synthesize it. The reactants are: [CH2:1]([O:3][C:4]([C:6]1[CH:7]=[C:8]2[N:13]([C:14]=1[C:15]([CH3:17])=[CH2:16])[CH:12]=[CH:11][C:10]([CH2:18][O:19][C:20](=[O:22])[CH3:21])=[CH:9]2)=[O:5])[CH3:2]. (4) Given the product [CH3:1][S:2]([C:5]1[CH:10]=[CH:9][C:8]([N:11]2[CH:16]=[CH:15][C:14]([O:17][C@@H:18]3[CH2:19][CH2:20][C@H:21]([C:24]([O:26][CH:27]([CH3:30])[CH3:28])=[O:25])[CH2:22][CH2:23]3)=[CH:13][C:12]2=[O:29])=[CH:7][CH:6]=1)(=[O:4])=[O:3], predict the reactants needed to synthesize it. The reactants are: [CH3:1][S:2]([C:5]1[CH:10]=[CH:9][C:8]([N:11]2[CH:16]=[CH:15][C:14]([O:17][C@@H:18]3[CH2:23][CH2:22][C@H:21]([C:24]([O:26][CH2:27][CH3:28])=[O:25])[CH2:20][CH2:19]3)=[CH:13][C:12]2=[O:29])=[CH:7][CH:6]=1)(=[O:4])=[O:3].[CH3:30]S(C1C=CC(N2C=CC(O[C@H]3CC[C@H](C(OCC)=O)CC3)=CC2=O)=CC=1)(=O)=O. (5) Given the product [CH3:31][C:32]1[N:23]([CH2:22][C:16]2([C:13]3[CH:14]=[CH:15][C:10]([O:9][CH2:8][CH2:7][CH2:6][N:1]4[CH2:5][CH2:4][CH2:3][CH2:2]4)=[CH:11][CH:12]=3)[CH2:21][CH2:20][O:19][CH2:18][CH2:17]2)[C:24]2[CH:29]=[CH:28][N:27]=[CH:26][C:25]=2[N:30]=1, predict the reactants needed to synthesize it. The reactants are: [N:1]1([CH2:6][CH2:7][CH2:8][O:9][C:10]2[CH:15]=[CH:14][C:13]([C:16]3([CH2:22][NH:23][C:24]4[CH:29]=[CH:28][N:27]=[CH:26][C:25]=4[NH2:30])[CH2:21][CH2:20][O:19][CH2:18][CH2:17]3)=[CH:12][CH:11]=2)[CH2:5][CH2:4][CH2:3][CH2:2]1.[C:31](OC(=O)C)(=O)[CH3:32].